Dataset: Full USPTO retrosynthesis dataset with 1.9M reactions from patents (1976-2016). Task: Predict the reactants needed to synthesize the given product. (1) Given the product [NH2:7][CH:8]1[CH2:9][CH2:10][N:11]([C:14]2[N:15]=[CH:16][C:17]([C:20]3[CH:25]=[C:24]([N:26]([CH2:33][CH3:34])[CH:27]4[CH2:28][CH2:29][O:30][CH2:31][CH2:32]4)[C:23]([CH3:35])=[C:22]([CH:21]=3)[C:36]([NH:37][CH2:38][C:39]3[C:40](=[O:47])[NH:41][C:42]([CH3:46])=[CH:43][C:44]=3[CH3:45])=[O:48])=[CH:18][CH:19]=2)[CH2:12][CH2:13]1, predict the reactants needed to synthesize it. The reactants are: C(OC(=O)[NH:7][CH:8]1[CH2:13][CH2:12][N:11]([C:14]2[CH:19]=[CH:18][C:17]([C:20]3[CH:25]=[C:24]([N:26]([CH2:33][CH3:34])[CH:27]4[CH2:32][CH2:31][O:30][CH2:29][CH2:28]4)[C:23]([CH3:35])=[C:22]([C:36](=[O:48])[NH:37][CH2:38][C:39]4[C:40](=[O:47])[NH:41][C:42]([CH3:46])=[CH:43][C:44]=4[CH3:45])[CH:21]=3)=[CH:16][N:15]=2)[CH2:10][CH2:9]1)(C)(C)C.C(O)(C(F)(F)F)=O. (2) Given the product [CH3:20][C:16]1([CH3:21])[CH2:15][C:14]2([CH2:22][CH2:23][CH2:24][N:12]([CH:9]3[CH2:10][CH2:11][N:6]([C:4]([C:3]4[C:25]([O:29][CH3:30])=[CH:26][CH:27]=[CH:28][C:2]=4[NH:1][C:34]([NH:33][CH2:31][CH3:32])=[O:35])=[O:5])[CH2:7][CH2:8]3)[CH2:13]2)[C:18](=[O:19])[O:17]1, predict the reactants needed to synthesize it. The reactants are: [NH2:1][C:2]1[CH:28]=[CH:27][CH:26]=[C:25]([O:29][CH3:30])[C:3]=1[C:4]([N:6]1[CH2:11][CH2:10][CH:9]([N:12]2[CH2:24][CH2:23][CH2:22][C:14]3([C:18](=[O:19])[O:17][C:16]([CH3:21])([CH3:20])[CH2:15]3)[CH2:13]2)[CH2:8][CH2:7]1)=[O:5].[CH2:31]([N:33]=[C:34]=[O:35])[CH3:32].C(OC(C)C)(C)C. (3) Given the product [C:1]([C:5]1[NH:6][C:7]2[C:12]([CH:13]=1)=[CH:11][C:10]([N+:14]([O-:16])=[O:15])=[CH:9][C:21]=2[C:22]([OH:19])=[O:23])([CH3:4])([CH3:3])[CH3:2], predict the reactants needed to synthesize it. The reactants are: [C:1]([C:5]1[NH:6][C:7]2[C:12]([CH:13]=1)=[CH:11][C:10]([N+:14]([O-:16])=[O:15])=[CH:9]C=2C#N)([CH3:4])([CH3:3])[CH3:2].[OH-:19].[K+].[CH3:21][CH2:22][OH:23].